Predict the reaction yield, written as a fraction of the theoretical maximum amount of product (1.0 means a 100% yield; for example, 0.34 means a 34% yield). From a dataset of Reaction yield outcomes from USPTO patents with 853,638 reactions. (1) The reactants are [OH-].[Na+:2].[CH3:3][C:4]1[N:8]([CH2:9][CH2:10][CH2:11][O:12][C:13]2[CH:18]=[CH:17][C:16]([CH2:19][CH2:20][CH2:21][CH2:22][CH3:23])=[CH:15][CH:14]=2)[C:7]([C:24]2[CH:41]=[CH:40][C:27]([O:28][C@H:29]([CH2:33][C:34]3[CH:39]=[CH:38][CH:37]=[CH:36][CH:35]=3)[C:30]([OH:32])=[O:31])=[CH:26][CH:25]=2)=[CH:6][CH:5]=1. The catalyst is C(O)C. The product is [CH3:3][C:4]1[N:8]([CH2:9][CH2:10][CH2:11][O:12][C:13]2[CH:18]=[CH:17][C:16]([CH2:19][CH2:20][CH2:21][CH2:22][CH3:23])=[CH:15][CH:14]=2)[C:7]([C:24]2[CH:25]=[CH:26][C:27]([O:28][C@H:29]([CH2:33][C:34]3[CH:39]=[CH:38][CH:37]=[CH:36][CH:35]=3)[C:30]([O-:32])=[O:31])=[CH:40][CH:41]=2)=[CH:6][CH:5]=1.[Na+:2]. The yield is 0.829. (2) The catalyst is C(O)(C(F)(F)F)=O.C(Cl)Cl. The product is [Cl:28][C:24]1[C:23]([F:29])=[C:22]([C@@H:8]([C@@H:9]2[CH2:14][CH2:13][CH2:12][NH:11][CH2:10]2)[O:7][CH2:6][CH2:5][NH:4][C:1](=[O:3])[CH3:2])[CH:27]=[CH:26][CH:25]=1. The yield is 0.870. The reactants are [C:1]([NH:4][CH2:5][CH2:6][O:7][C@@H:8]([C:22]1[CH:27]=[CH:26][CH:25]=[C:24]([Cl:28])[C:23]=1[F:29])[C@@H:9]1[CH2:14][CH2:13][CH2:12][N:11](C(OC(C)(C)C)=O)[CH2:10]1)(=[O:3])[CH3:2]. (3) The reactants are [Br:1][C:2]1[CH:3]=[C:4]2[CH:10]=[CH:9][NH:8][C:5]2=[N:6][CH:7]=1.[I:11]N1C(=O)CCC1=O. The catalyst is CC(C)=O. The product is [Br:1][C:2]1[CH:3]=[C:4]2[C:10]([I:11])=[CH:9][NH:8][C:5]2=[N:6][CH:7]=1. The yield is 0.670. (4) The reactants are [CH3:1][O:2][C:3]1C=[C:5]2[C:10](=[CH:11][CH:12]=1)[N:9]=[CH:8][CH:7]=[C:6]2[N:13]1[CH2:18][CH2:17][N:16]([CH2:19][CH2:20][NH2:21])[CH2:15][CH2:14]1.C1C=CC2N(O)N=[N:28]C=2C=1.C(Cl)CCl.C(N(C(C)C)CC)(C)C.[O:45]=[C:46]1[CH2:51][S:50][C:49]2[CH:52]=[CH:53][C:54]([C:56]([OH:58])=O)=[N:55][C:48]=2[NH:47]1. The catalyst is CN(C=O)C. The product is [CH3:1][O:2][C:3]1[N:28]=[C:5]2[C:10](=[CH:11][CH:12]=1)[N:9]=[CH:8][CH:7]=[C:6]2[N:13]1[CH2:14][CH2:15][N:16]([CH2:19][CH2:20][NH:21][C:56]([C:54]2[CH:53]=[CH:52][C:49]3[S:50][CH2:51][C:46](=[O:45])[NH:47][C:48]=3[N:55]=2)=[O:58])[CH2:17][CH2:18]1. The yield is 0.710. (5) The reactants are I[C:2]1[CH:29]=[CH:28][C:5]2[N:6]([CH2:9][C:10]3[CH:15]=[CH:14][C:13]([O:16][CH2:17][C:18]4[CH:19]=[N:20][C:21]([O:24][CH3:25])=[CH:22][CH:23]=4)=[C:12]([O:26][CH3:27])[CH:11]=3)[CH:7]=[N:8][C:4]=2[CH:3]=1.[NH:30]1[CH2:35][CH2:34][O:33][CH2:32][CH2:31]1.C(=O)([O-])[O-].[K+].[K+].N1CCC[C@H]1C(O)=O. The catalyst is CS(C)=O.[OH-].[NH4+].[Cu]I. The product is [CH3:27][O:26][C:12]1[CH:11]=[C:10]([CH:15]=[CH:14][C:13]=1[O:16][CH2:17][C:18]1[CH:19]=[N:20][C:21]([O:24][CH3:25])=[CH:22][CH:23]=1)[CH2:9][N:6]1[C:5]2[CH:28]=[CH:29][C:2]([N:30]3[CH2:35][CH2:34][O:33][CH2:32][CH2:31]3)=[CH:3][C:4]=2[N:8]=[CH:7]1. The yield is 0.260. (6) The reactants are Br[C:2]1[CH:3]=[N:4][N:5]2[C:10]([CH:11]([F:13])[F:12])=[CH:9][C:8]([C:14]3[CH:19]=[CH:18][CH:17]=[C:16]([O:20][CH2:21][CH3:22])[CH:15]=3)=[N:7][C:6]=12.[CH3:23][Si:24]([C:27]#[CH:28])([CH3:26])[CH3:25]. No catalyst specified. The product is [F:12][CH:11]([F:13])[C:10]1[N:5]2[N:4]=[CH:3][C:2]([C:28]#[C:27][Si:24]([CH3:26])([CH3:25])[CH3:23])=[C:6]2[N:7]=[C:8]([C:14]2[CH:19]=[CH:18][CH:17]=[C:16]([O:20][CH2:21][CH3:22])[CH:15]=2)[CH:9]=1. The yield is 0.950.